From a dataset of Reaction yield outcomes from USPTO patents with 853,638 reactions. Predict the reaction yield, written as a fraction of the theoretical maximum amount of product (1.0 means a 100% yield; for example, 0.34 means a 34% yield). (1) The reactants are [CH3:1][C@:2]12[C@@:19]3([CH3:20])[C@@H:10]([C@:11]4([CH3:33])[C@@H:16]([CH2:17][CH2:18]3)[C:15]([CH3:22])([CH3:21])[C:14]([C:23]3[CH:32]=[CH:31][C:26]([C:27]([O:29][CH3:30])=[O:28])=[CH:25][CH:24]=3)=[CH:13][CH2:12]4)[CH2:9][CH2:8][C@@H:7]1[C@H:6]1[C@H:34]([C:37]([CH3:39])=[CH2:38])[CH2:35][CH2:36][C@:5]1([NH:40][C:41]([NH2:43])=[S:42])[CH2:4][CH2:3]2.C(N(CC)C(C)C)(C)C.Br[CH:54]([CH3:58])[C:55](=O)[CH3:56].O. The catalyst is CN(C=O)C. The product is [CH3:58][C:54]1[N:43]=[C:41]([NH:40][C@:5]23[CH2:36][CH2:35][C@@H:34]([C:37]([CH3:39])=[CH2:38])[C@@H:6]2[C@@H:7]2[C@@:2]([CH3:1])([CH2:3][CH2:4]3)[C@@:19]3([CH3:20])[C@@H:10]([C@:11]4([CH3:33])[C@@H:16]([CH2:17][CH2:18]3)[C:15]([CH3:21])([CH3:22])[C:14]([C:23]3[CH:32]=[CH:31][C:26]([C:27]([O:29][CH3:30])=[O:28])=[CH:25][CH:24]=3)=[CH:13][CH2:12]4)[CH2:9][CH2:8]2)[S:42][C:55]=1[CH3:56]. The yield is 0.705. (2) The yield is 0.920. The product is [I:9][C:6]1[CH:7]=[CH:8][C:3]([CH2:2][N:10]2[CH2:15][CH2:14][O:13][CH2:12][CH2:11]2)=[CH:4][CH:5]=1. The reactants are Br[CH2:2][C:3]1[CH:8]=[CH:7][C:6]([I:9])=[CH:5][CH:4]=1.[NH:10]1[CH2:15][CH2:14][O:13][CH2:12][CH2:11]1. The catalyst is C(OCC)(=O)C.